From a dataset of Forward reaction prediction with 1.9M reactions from USPTO patents (1976-2016). Predict the product of the given reaction. (1) Given the reactants [Na].Cl.[NH2:3][C:4]([NH2:6])=[NH:5].[CH2:7]([O:14][C:15]([N:17]1[CH2:21][CH2:20][CH2:19][CH:18]1[C:22](=O)[CH2:23][C:24](=O)[CH3:25])=[O:16])[C:8]1[CH:13]=[CH:12][CH:11]=[CH:10][CH:9]=1, predict the reaction product. The product is: [CH2:7]([O:14][C:15]([N:17]1[CH2:21][CH2:20][CH2:19][CH:18]1[C:22]1[CH:23]=[C:24]([CH3:25])[N:3]=[C:4]([NH2:6])[N:5]=1)=[O:16])[C:8]1[CH:9]=[CH:10][CH:11]=[CH:12][CH:13]=1. (2) Given the reactants [CH3:1][N:2]1[C:6]2[CH:7]=[CH:8][C:9]([N:11]3[CH:16]=[C:15]([C:17]([O:19][CH2:20][CH3:21])=[O:18])[C:14](=[O:22])[NH:13][C:12]3=[O:23])=[CH:10][C:5]=2[N:4]([CH3:24])[C:3]1=[O:25].[F:26][C:27]([F:39])([F:38])[C:28]1[CH:36]=[CH:35][CH:34]=[C:33]2[C:29]=1[CH2:30][CH2:31][C@@H:32]2O.C1(P(C2C=CC=CC=2)C2C=CC=CC=2)C=CC=CC=1.N(C(OC(C)C)=O)=NC(OC(C)C)=O.Cl, predict the reaction product. The product is: [CH3:1][N:2]1[C:6]2[CH:7]=[CH:8][C:9]([N:11]3[CH:16]=[C:15]([C:17]([O:19][CH2:20][CH3:21])=[O:18])[C:14](=[O:22])[N:13]([C@H:32]4[C:33]5[C:29](=[C:28]([C:27]([F:26])([F:38])[F:39])[CH:36]=[CH:35][CH:34]=5)[CH2:30][CH2:31]4)[C:12]3=[O:23])=[CH:10][C:5]=2[N:4]([CH3:24])[C:3]1=[O:25]. (3) Given the reactants Br[C:2]1[CH:3]=[CH:4][C:5]([N:16]2[CH2:20][CH2:19][CH2:18][CH2:17]2)=[C:6](/[CH:8]=[C:9](\[CH3:15])/[C:10]([O:12][CH2:13][CH3:14])=[O:11])[CH:7]=1.[CH2:21]([O:25][CH2:26][CH2:27][O:28][C:29]1[CH:34]=[CH:33][C:32](OB(O)O)=[CH:31][CH:30]=1)[CH2:22][CH2:23][CH3:24].C(=O)([O-])[O-].[K+].[K+], predict the reaction product. The product is: [CH2:21]([O:25][CH2:26][CH2:27][O:28][C:29]1[CH:30]=[CH:31][C:32]([C:2]2[CH:3]=[CH:4][C:5]([N:16]3[CH2:20][CH2:19][CH2:18][CH2:17]3)=[C:6](/[CH:8]=[C:9](\[CH3:15])/[C:10]([O:12][CH2:13][CH3:14])=[O:11])[CH:7]=2)=[CH:33][CH:34]=1)[CH2:22][CH2:23][CH3:24]. (4) Given the reactants [CH2:1]1[C:6]2([CH2:11][CH2:10][CH2:9][CH2:8][CH2:7]2)[CH2:5][CH2:4][C:3](=O)[CH2:2]1.Cl.[CH3:14][O:15][C:16](=[O:25])[C@H:17]([CH2:19][C:20]1[N:24]=[CH:23][NH:22][CH:21]=1)[NH2:18].[BH-](OC(C)=O)(OC(C)=O)OC(C)=O.[Na+].C(O)=O.C([O-])(O)=O.[Na+], predict the reaction product. The product is: [CH3:14][O:15][C:16](=[O:25])[CH:17]([NH:18][CH:3]1[CH2:4][CH2:5][C:6]2([CH2:11][CH2:10][CH2:9][CH2:8][CH2:7]2)[CH2:1][CH2:2]1)[CH2:19][C:20]1[N:24]=[CH:23][NH:22][CH:21]=1. (5) Given the reactants [F:1][C:2]1[CH:16]=[CH:15][C:5]([CH:6]=[C:7]([CH2:11][CH2:12][CH2:13][CH3:14])[C:8]([OH:10])=[O:9])=[CH:4][C:3]=1[CH3:17], predict the reaction product. The product is: [F:1][C:2]1[CH:16]=[CH:15][C:5]([CH2:6][CH:7]([CH2:11][CH2:12][CH2:13][CH3:14])[C:8]([OH:10])=[O:9])=[CH:4][C:3]=1[CH3:17]. (6) Given the reactants [N:1]1[C:6]2[CH:7]=[CH:8][S:9][C:5]=2[C:4]([O:10][C:11]2[CH:12]=[C:13]3[C:18](=[CH:19][CH:20]=2)[C:17]([C:21]([OH:23])=O)=[CH:16][CH:15]=[CH:14]3)=[N:3][CH:2]=1.[N:24]1([CH2:30][CH2:31][CH2:32][NH2:33])[CH2:29][CH2:28][O:27][CH2:26][CH2:25]1, predict the reaction product. The product is: [N:24]1([CH2:30][CH2:31][CH2:32][NH:33][C:21]([C:17]2[C:18]3[C:13](=[CH:12][C:11]([O:10][C:4]4[C:5]5[S:9][CH:8]=[CH:7][C:6]=5[N:1]=[CH:2][N:3]=4)=[CH:20][CH:19]=3)[CH:14]=[CH:15][CH:16]=2)=[O:23])[CH2:29][CH2:28][O:27][CH2:26][CH2:25]1. (7) The product is: [CH:1]1[C:7](=[O:8])[NH:6][C:4](=[O:5])[N:3]([C@@H:9]2[O:13][C@H:12]([CH2:14][O:15][P:16]([O:19][P:20]([O:23][P:24]([OH:26])([OH:27])=[O:25])([OH:22])=[O:21])([OH:18])=[O:17])[C@@H:11]([OH:28])[C@H:10]2[OH:29])[CH:2]=1.[CH2:42]([N:37]([CH2:33][CH2:34][CH2:35][CH3:36])[CH2:38][CH2:39][CH2:40][CH3:41])[CH2:43][CH2:44][CH3:45]. Given the reactants [CH:1]1[C:7](=[O:8])[NH:6][C:4](=[O:5])[N:3]([CH:9]2[O:13][CH:12]([CH2:14][O:15][P:16]([O:19][P:20]([O:23][P:24]([O-:27])([OH:26])=[O:25])([O-:22])=[O:21])([O-:18])=[O:17])[CH:11]([OH:28])[CH:10]2[OH:29])[CH:2]=1.[Na+].[Na+].[Na+].[CH2:33]([N:37]([CH2:42][CH2:43][CH2:44][CH3:45])[CH2:38][CH2:39][CH2:40][CH3:41])[CH2:34][CH2:35][CH3:36], predict the reaction product. (8) Given the reactants [NH2:1][C:2]1[C:7]([CH2:8]O)=[C:6]([CH:10]2[CH2:15][CH2:14][CH2:13][N:12]([C:16]([O:18][C:19]([CH3:22])([CH3:21])[CH3:20])=[O:17])[CH2:11]2)[CH:5]=[C:4]([C:23]2[C:28]([O:29][CH2:30][C:31]3[CH:36]=[CH:35][C:34]([O:37][CH3:38])=[CH:33][CH:32]=3)=[CH:27][CH:26]=[CH:25][C:24]=2[O:39][CH2:40][CH:41]2[CH2:43][CH2:42]2)[N:3]=1.[CH2:44]=[O:45].Cl, predict the reaction product. The product is: [C:6]([CH:11]1[CH:10]([C:6]2[C:7]3[CH2:8][O:45][CH2:44][NH:1][C:2]=3[N:3]=[C:4]([C:23]3[C:28]([O:29][CH2:30][C:31]4[CH:36]=[CH:35][C:34]([O:37][CH3:38])=[CH:33][CH:32]=4)=[CH:27][CH:26]=[CH:25][C:24]=3[O:39][CH2:40][CH:41]3[CH2:43][CH2:42]3)[CH:5]=2)[CH2:15][CH2:14][CH2:13][N:12]1[C:16]([O:18][C:19]([CH3:21])([CH3:20])[CH3:22])=[O:17])([CH3:10])([CH3:7])[CH3:5]. (9) The product is: [CH2:26]([O:25][C:23]([C:22]1[C:21]([CH:18]2[CH2:20][CH2:19]2)=[N:8][C:5]2[C:4]([C:9]=1[CH2:10][C:11]1[CH:16]=[CH:15][CH:14]=[CH:13][C:12]=1[Cl:17])=[CH:3][C:2]([Cl:1])=[CH:7][CH:6]=2)=[O:24])[CH3:27]. Given the reactants [Cl:1][C:2]1[CH:7]=[CH:6][C:5]([NH2:8])=[C:4]([C:9]#[C:10][C:11]2[CH:16]=[CH:15][CH:14]=[CH:13][C:12]=2[Cl:17])[CH:3]=1.[CH:18]1([C:21](=O)[CH2:22][C:23]([O:25][CH2:26][CH3:27])=[O:24])[CH2:20][CH2:19]1.CC1C=CC(S(O)(=O)=O)=CC=1.O, predict the reaction product. (10) The product is: [O:17]([C:24]1[CH:25]=[CH:26][C:27]([CH2:28][NH:29][C:4]2[C:5](=[O:16])[C:6](=[O:15])[C:7]=2[NH:8][C:9]2[CH:10]=[CH:11][N:12]=[CH:13][CH:14]=2)=[CH:30][CH:31]=1)[C:18]1[CH:19]=[CH:20][CH:21]=[CH:22][CH:23]=1. Given the reactants C(O[C:4]1[C:5](=[O:16])[C:6](=[O:15])[C:7]=1[NH:8][C:9]1[CH:14]=[CH:13][N:12]=[CH:11][CH:10]=1)C.[O:17]([C:24]1[CH:31]=[CH:30][C:27]([CH2:28][NH2:29])=[CH:26][CH:25]=1)[C:18]1[CH:23]=[CH:22][CH:21]=[CH:20][CH:19]=1, predict the reaction product.